From a dataset of Forward reaction prediction with 1.9M reactions from USPTO patents (1976-2016). Predict the product of the given reaction. (1) Given the reactants [Cl:1][C:2]1[CH:3]=[C:4]([CH:8]([CH:12]2[CH2:17][CH2:16][CH2:15][CH2:14][CH:13]2[OH:18])[C:9]([OH:11])=O)[CH:5]=[CH:6][CH:7]=1.F[P-](F)(F)(F)(F)F.N1(O[P+](N(C)C)(N(C)C)N(C)C)C2C=CC=CC=2N=N1.N1(C(OC(C)(C)C)=O)CCNCC1.C(N(CC)CC)C, predict the reaction product. The product is: [Cl:1][C:2]1[CH:3]=[C:4]([CH:8]2[CH:12]3[CH2:17][CH2:16][CH2:15][CH2:14][CH:13]3[O:18][C:9]2=[O:11])[CH:5]=[CH:6][CH:7]=1. (2) Given the reactants Cl[C:2]1[N:7]=[N:6][C:5]([N:8]2[CH2:13][CH2:12][CH:11]([N:14]3[C:22]4[C:17](=[CH:18][CH:19]=[C:20]([F:23])[CH:21]=4)[CH2:16][CH2:15]3)[CH2:10][CH2:9]2)=[CH:4][CH:3]=1.[CH3:24][N:25]1[CH:29]=[C:28](B2OC(C)(C)C(C)(C)O2)[CH:27]=[N:26]1.C([O-])([O-])=O.[K+].[K+], predict the reaction product. The product is: [F:23][C:20]1[CH:21]=[C:22]2[C:17]([CH2:16][CH2:15][N:14]2[CH:11]2[CH2:12][CH2:13][N:8]([C:5]3[N:6]=[N:7][C:2]([C:28]4[CH:27]=[N:26][N:25]([CH3:24])[CH:29]=4)=[CH:3][CH:4]=3)[CH2:9][CH2:10]2)=[CH:18][CH:19]=1. (3) The product is: [F:1][C:2]1[CH:7]=[CH:6][C:5]([NH:8][C:18](=[O:19])[C:17]2[CH:21]=[CH:22][C:14]([O:13][CH3:12])=[CH:15][CH:16]=2)=[CH:4][C:3]=1[N+:9]([O-:11])=[O:10]. Given the reactants [F:1][C:2]1[CH:7]=[CH:6][C:5]([NH2:8])=[CH:4][C:3]=1[N+:9]([O-:11])=[O:10].[CH3:12][O:13][C:14]1[CH:22]=[CH:21][C:17]([C:18](Cl)=[O:19])=[CH:16][CH:15]=1.S1C=CC=C1C(Cl)=O, predict the reaction product. (4) Given the reactants [Cl:1][C:2]1[N:3]=[C:4]([N:11]2[CH2:16][CH2:15][O:14][CH2:13][CH2:12]2)[C:5]2[S:10][CH:9]=[CH:8][C:6]=2[N:7]=1.[CH3:17][O:18][CH2:19][C:20](=[O:24])[CH2:21][O:22][CH3:23], predict the reaction product. The product is: [Cl:1][C:2]1[N:3]=[C:4]([N:11]2[CH2:16][CH2:15][O:14][CH2:13][CH2:12]2)[C:5]2[S:10][C:9]([C:20]([OH:24])([CH2:21][O:22][CH3:23])[CH2:19][O:18][CH3:17])=[CH:8][C:6]=2[N:7]=1. (5) Given the reactants [CH2:1]([N:3]1[C:7]2[N:8]=[C:9]([C:18]3[CH:23]=[CH:22][C:21]([NH:24][C:25]([NH:27][C:28]4[CH:29]=[CH:30][C:31]([C:34]([OH:36])=O)=[N:32][CH:33]=4)=[O:26])=[CH:20][CH:19]=3)[N:10]=[C:11]([N:12]3[CH2:17][CH2:16][O:15][CH2:14][CH2:13]3)[C:6]=2[N:5]=[N:4]1)[CH3:2].[CH3:37][N:38]1[CH2:43][CH2:42][NH:41][CH2:40][CH2:39]1.CCN(CC)CC.C1C=CC2N(O)N=NC=2C=1.CCN=C=NCCCN(C)C, predict the reaction product. The product is: [CH3:37][N:38]([CH3:43])[CH2:39][CH2:40][N:41]([CH3:42])[C:34]([C:31]1[CH:30]=[CH:29][C:28]([NH:27][C:25](=[O:26])[NH:24][C:21]2[CH:20]=[CH:19][C:18]([C:9]3[N:10]=[C:11]([N:12]4[CH2:13][CH2:14][O:15][CH2:16][CH2:17]4)[C:6]4[N:5]=[N:4][N:3]([CH2:1][CH3:2])[C:7]=4[N:8]=3)=[CH:23][CH:22]=2)=[CH:33][N:32]=1)=[O:36]. (6) Given the reactants [Cl:1][C:2]1[N:3]=[C:4]([C:9]([NH:11][C@H:12]2[CH2:17][CH2:16][N:15]([C:18]3[S:19][C:20]([C:23](O)=[O:24])=[CH:21][N:22]=3)[CH2:14][C@H:13]2[O:26][CH3:27])=[O:10])[NH:5][C:6]=1[CH2:7][CH3:8].Cl.[CH3:29][NH:30][CH3:31].CCN=C=NCCCN(C)C.Cl.C1C=CC2N(O)N=NC=2C=1.C(N(C(C)C)CC)(C)C, predict the reaction product. The product is: [Cl:1][C:2]1[N:3]=[C:4]([C:9]([NH:11][C@H:12]2[CH2:17][CH2:16][N:15]([C:18]3[S:19][C:20]([C:23]([N:30]([CH3:31])[CH3:29])=[O:24])=[CH:21][N:22]=3)[CH2:14][C@H:13]2[O:26][CH3:27])=[O:10])[NH:5][C:6]=1[CH2:7][CH3:8]. (7) The product is: [F:20][CH:2]([F:1])[C:3]1[CH:8]=[CH:7][C:6]([C:9]([F:19])([F:18])[CH2:10][N:11]2[CH2:12][CH2:13][CH:14]([NH:17][C:22]3[C:23]4[CH:30]=[CH:29][NH:28][C:24]=4[N:25]=[CH:26][N:27]=3)[CH2:15][CH2:16]2)=[CH:5][CH:4]=1. Given the reactants [F:1][CH:2]([F:20])[C:3]1[CH:8]=[CH:7][C:6]([C:9]([F:19])([F:18])[CH2:10][N:11]2[CH2:16][CH2:15][CH:14]([NH2:17])[CH2:13][CH2:12]2)=[CH:5][CH:4]=1.Cl[C:22]1[C:23]2[CH:30]=[CH:29][NH:28][C:24]=2[N:25]=[CH:26][N:27]=1.CCN(C(C)C)C(C)C, predict the reaction product.